This data is from Forward reaction prediction with 1.9M reactions from USPTO patents (1976-2016). The task is: Predict the product of the given reaction. (1) Given the reactants [Cl:1][C:2]1[N:10]=[C:9]2[C:5]([NH:6][CH:7]=[N:8]2)=[C:4]([Cl:11])[N:3]=1.[H-].[Na+].[CH:14](I)([CH3:16])[CH3:15], predict the reaction product. The product is: [Cl:1][C:2]1[N:10]=[C:9]2[C:5]([N:6]=[CH:7][N:8]2[CH:14]([CH3:16])[CH3:15])=[C:4]([Cl:11])[N:3]=1. (2) The product is: [NH2:13][C@@H:12]([CH2:28][C:29]1[CH:34]=[CH:33][C:32]([C:35]2[CH:36]=[N:37][CH:38]=[CH:39][CH:40]=2)=[CH:31][CH:30]=1)[C@@H:11]([OH:15])[CH2:10][C@@H:9]([NH:8][C:6](=[O:7])[O:5][C:1]([CH3:2])([CH3:3])[CH3:4])[CH2:41][C:42]1[CH:43]=[CH:44][CH:45]=[CH:46][CH:47]=1. Given the reactants [C:1]([O:5][C:6]([NH:8][C@@H:9]([CH2:41][C:42]1[CH:47]=[CH:46][CH:45]=[CH:44][CH:43]=1)[CH2:10][C@@H:11]1[O:15]C(C)(C)[N:13](C(OCC2C=CC=CC=2)=O)[C@H:12]1[CH2:28][C:29]1[CH:34]=[CH:33][C:32]([C:35]2[CH:36]=[N:37][CH:38]=[CH:39][CH:40]=2)=[CH:31][CH:30]=1)=[O:7])([CH3:4])([CH3:3])[CH3:2].Cl, predict the reaction product.